From a dataset of Catalyst prediction with 721,799 reactions and 888 catalyst types from USPTO. Predict which catalyst facilitates the given reaction. (1) Product: [C:28]([CH:16]1[CH:15]=[CH:14][C:23]2[C:22]3[CH:24]=[CH:25][CH:26]=[CH:27][C:21]=3[CH:20]=[CH:19][C:18]=2[N:17]1[C:1](=[O:8])[C:2]1[CH:7]=[CH:6][CH:5]=[CH:4][CH:3]=1)#[N:29]. The catalyst class is: 34. Reactant: [C:1](Cl)(=[O:8])[C:2]1[CH:7]=[CH:6][CH:5]=[CH:4][CH:3]=1.O.C(Cl)Cl.[CH:14]1[C:23]2[C:22]3[CH:24]=[CH:25][CH:26]=[CH:27][C:21]=3[CH:20]=[CH:19][C:18]=2[N:17]=[CH:16][CH:15]=1.[C-:28]#[N:29].[K+]. (2) Reactant: [O:1]=[C:2]([N:16]1[CH2:21][CH2:20][N:19]2[C:22]([C:25]([F:28])([F:27])[F:26])=[N:23][N:24]=[C:18]2[CH2:17]1)[CH2:3][C:4](=O)[CH2:5][C:6]1[CH:11]=[C:10]([F:12])[C:9]([F:13])=[CH:8][C:7]=1[F:14].C([O-])(=O)C.[NH4+:33].[OH-].[NH4+]. Product: [O:1]=[C:2]([N:16]1[CH2:21][CH2:20][N:19]2[C:22]([C:25]([F:28])([F:27])[F:26])=[N:23][N:24]=[C:18]2[CH2:17]1)/[CH:3]=[C:4](\[NH2:33])/[CH2:5][C:6]1[CH:11]=[C:10]([F:12])[C:9]([F:13])=[CH:8][C:7]=1[F:14]. The catalyst class is: 5. (3) Reactant: [CH3:1][N:2]1[CH2:7][CH2:6][N:5]([C:8]2[NH:9][C:10](=[O:21])[C:11]3[C:16]([CH:17]=2)=[C:15]([N+:18]([O-])=O)[CH:14]=[CH:13][CH:12]=3)[CH2:4][CH2:3]1. Product: [NH2:18][C:15]1[CH:14]=[CH:13][CH:12]=[C:11]2[C:16]=1[CH:17]=[C:8]([N:5]1[CH2:4][CH2:3][N:2]([CH3:1])[CH2:7][CH2:6]1)[NH:9][C:10]2=[O:21]. The catalyst class is: 5. (4) Reactant: [F:1][C:2]([F:7])([F:6])[C:3]([O-:5])=[O:4].[Cl:8][C:9]1[N:13]2[C:14]([CH2:19][C:20]3[CH:21]=[CH:22][C:23]([F:38])=[C:24]([CH:37]=3)[C:25]([N:27]3[CH2:33][CH2:32][CH2:31][N:30]([CH2:34][CH2:35][NH3+:36])[CH2:29][CH2:28]3)=[O:26])=[CH:15][NH:16][C:17](=[O:18])[C:12]2=[CH:11][C:10]=1[Cl:39].[CH3:40][C:41](OC(C)=O)=[O:42]. Product: [F:1][C:2]([F:7])([F:6])[C:3]([O-:5])=[O:4].[C:41]([NH:36][CH2:35][CH2:34][NH+:30]1[CH2:31][CH2:32][CH2:33][N:27]([C:25](=[O:26])[C:24]2[CH:37]=[C:20]([CH2:19][C:14]3[N:13]4[C:9]([Cl:8])=[C:10]([Cl:39])[CH:11]=[C:12]4[C:17](=[O:18])[NH:16][CH:15]=3)[CH:21]=[CH:22][C:23]=2[F:38])[CH2:28][CH2:29]1)(=[O:42])[CH3:40]. The catalyst class is: 17. (5) Reactant: [C:1]([O:5][C:6]([N:8]1[CH2:12][CH2:11][CH2:10][CH:9]1[CH2:13][NH:14][C:15]1[N:20]=[C:19]([O:21][CH3:22])[C:18]([N+:23]([O-])=O)=[C:17]([O:26][CH3:27])[N:16]=1)=[O:7])([CH3:4])([CH3:3])[CH3:2]. Product: [C:1]([O:5][C:6]([N:8]1[CH2:12][CH2:11][CH2:10][CH:9]1[CH2:13][NH:14][C:15]1[N:20]=[C:19]([O:21][CH3:22])[C:18]([NH2:23])=[C:17]([O:26][CH3:27])[N:16]=1)=[O:7])([CH3:4])([CH3:3])[CH3:2]. The catalyst class is: 8. (6) Reactant: C(OC(=O)[NH:7][CH2:8][CH2:9][CH:10]([O:21][Si:22]([C:35]([CH3:38])([CH3:37])[CH3:36])([C:29]1[CH:34]=[CH:33][CH:32]=[CH:31][CH:30]=1)[C:23]1[CH:28]=[CH:27][CH:26]=[CH:25][CH:24]=1)[CH2:11][C:12]([C:14]1[CH:15]=[N:16][C:17]([Cl:20])=[CH:18][CH:19]=1)=O)(C)(C)C.N1C(C)=CC=CC=1C.[Si](OS(C(F)(F)F)(=O)=O)(C)(C)C.[BH4-].[Na+]. Product: [Si:22]([O:21][C@@H:10]1[CH2:9][CH2:8][NH:7][C@H:12]([C:14]2[CH:19]=[CH:18][C:17]([Cl:20])=[N:16][CH:15]=2)[CH2:11]1)([C:35]([CH3:36])([CH3:38])[CH3:37])([C:23]1[CH:28]=[CH:27][CH:26]=[CH:25][CH:24]=1)[C:29]1[CH:30]=[CH:31][CH:32]=[CH:33][CH:34]=1. The catalyst class is: 34. (7) Reactant: [C:1]([O:5][C:6]([NH:8][CH2:9][CH2:10][CH2:11][O:12][C:13]1[CH:14]=[C:15]([C@@:19]([OH:30])([C:24]2[CH:29]=[CH:28][CH:27]=[CH:26][CH:25]=2)[C:20]([O:22]C)=[O:21])[CH:16]=[CH:17][CH:18]=1)=[O:7])([CH3:4])([CH3:3])[CH3:2].[OH-].[Na+]. Product: [C:1]([O:5][C:6]([NH:8][CH2:9][CH2:10][CH2:11][O:12][C:13]1[CH:14]=[C:15]([C@@:19]([OH:30])([C:24]2[CH:25]=[CH:26][CH:27]=[CH:28][CH:29]=2)[C:20]([OH:22])=[O:21])[CH:16]=[CH:17][CH:18]=1)=[O:7])([CH3:4])([CH3:2])[CH3:3]. The catalyst class is: 36. (8) Reactant: C([O:5][C:6]([CH:8]1[CH:12]([C:13]2[CH:18]=[CH:17][CH:16]=[C:15]([Cl:19])[C:14]=2[F:20])[C:11]([C:23]2[CH:28]=[CH:27][C:26]([Cl:29])=[CH:25][C:24]=2[F:30])([C:21]#[N:22])[CH:10]([CH2:31][C:32]([CH2:37][CH3:38])([CH2:35][CH3:36])[CH2:33][CH3:34])[NH:9]1)=[O:7])(C)(C)C.[F:39][C:40]([F:45])([F:44])[C:41]([OH:43])=[O:42]. Product: [F:39][C:40]([F:45])([F:44])[C:41]([OH:43])=[O:42].[Cl:19][C:15]1[C:14]([F:20])=[C:13]([CH:12]2[C:11]([C:23]3[CH:28]=[CH:27][C:26]([Cl:29])=[CH:25][C:24]=3[F:30])([C:21]#[N:22])[CH:10]([CH2:31][C:32]([CH2:33][CH3:34])([CH2:35][CH3:36])[CH2:37][CH3:38])[NH:9][CH:8]2[C:6]([OH:7])=[O:5])[CH:18]=[CH:17][CH:16]=1. The catalyst class is: 4. (9) Reactant: [Cl:1]CCl.C(OC(=O)[N:10]([CH2:22][C:23]([N:25]1[CH2:29][CH2:28][CH2:27][CH:26]1[C:30]#[N:31])=[O:24])[CH:11]1[CH2:18][CH:17]2[CH:13]([CH2:14][C:15]([CH2:20][CH3:21])([OH:19])[CH2:16]2)[CH2:12]1)(C)(C)C.Cl. Product: [ClH:1].[CH2:20]([C:15]1([OH:19])[CH2:16][CH:17]2[CH:13]([CH2:12][CH:11]([NH:10][CH2:22][CH:23]([N:25]3[CH2:29][CH2:28][CH2:27][CH:26]3[C:30]#[N:31])[OH:24])[CH2:18]2)[CH2:14]1)[CH3:21]. The catalyst class is: 28. (10) Reactant: [Br:1][C:2]1[CH:3]=[C:4]([N+:13]([O-:15])=[O:14])[C:5]([CH2:8][C:9]([O:11][CH3:12])=[O:10])=[N:6][CH:7]=1.[H-].[Na+].Br[CH2:19][CH2:20][O:21][CH2:22][CH2:23]Br.[NH4+].[Cl-].[CH3:27]N(C=O)C. Product: [Br:1][C:2]1[CH:3]=[C:4]([N+:13]([O-:15])=[O:14])[C:5]([C:8]2([C:9]([O:11][CH2:12][CH3:27])=[O:10])[CH2:23][CH2:22][O:21][CH2:20][CH2:19]2)=[N:6][CH:7]=1. The catalyst class is: 25.